Dataset: Full USPTO retrosynthesis dataset with 1.9M reactions from patents (1976-2016). Task: Predict the reactants needed to synthesize the given product. (1) The reactants are: N1C2C=CC=CC=2N=C1C1CCN(CCC2OC(=O)C(CC)(CC)C2)CC1.[N:28]1([C:34]2[CH:35]=[C:36]([OH:40])[CH:37]=[CH:38][CH:39]=2)[CH2:33][CH2:32][NH:31][CH2:30][CH2:29]1.N1(C2C=CC=CC=2C#N)CCNCC1.CC1C=CC(S(O[CH2:66][CH2:67][CH:68]2[CH2:72][C:71]3([CH2:77][CH2:76][CH2:75][CH2:74][CH2:73]3)[C:70](=[O:78])[O:69]2)(=O)=O)=CC=1.CC1C=CC(S(OCCC2CC(CC)(CC)C(=O)O2)(=O)=O)=CC=1. Given the product [OH:40][C:36]1[CH:35]=[C:34]([N:28]2[CH2:29][CH2:30][N:31]([CH2:66][CH2:67][CH:68]3[CH2:72][C:71]4([CH2:73][CH2:74][CH2:75][CH2:76][CH2:77]4)[C:70](=[O:78])[O:69]3)[CH2:32][CH2:33]2)[CH:39]=[CH:38][CH:37]=1, predict the reactants needed to synthesize it. (2) Given the product [OH:8][CH2:9][CH2:10][C:11]1([C:24]2[CH:29]=[CH:28][CH:27]=[CH:26][CH:25]=2)[O:16][CH2:15][CH2:14][N:13]([C:17]([O:19][C:20]([CH3:23])([CH3:21])[CH3:22])=[O:18])[CH2:12]1, predict the reactants needed to synthesize it. The reactants are: [Si]([O:8][CH2:9][CH2:10][C:11]1([C:24]2[CH:29]=[CH:28][CH:27]=[CH:26][CH:25]=2)[O:16][CH2:15][CH2:14][N:13]([C:17]([O:19][C:20]([CH3:23])([CH3:22])[CH3:21])=[O:18])[CH2:12]1)(C(C)(C)C)(C)C.[F-].C([N+](CCCC)(CCCC)CCCC)CCC.